This data is from Catalyst prediction with 721,799 reactions and 888 catalyst types from USPTO. The task is: Predict which catalyst facilitates the given reaction. (1) Reactant: [H-].[Na+].C(OP(C[CH2:12][C:13]#[N:14])(=O)OCC)C.[F:15][C:16]1[CH:21]=[CH:20][C:19]([C:22]([C:24]2[CH:29]=[CH:28][C:27]([O:30][CH3:31])=[CH:26][CH:25]=2)=O)=[CH:18][CH:17]=1. Product: [F:15][C:16]1[CH:21]=[CH:20][C:19](/[C:22](/[C:24]2[CH:29]=[CH:28][C:27]([O:30][CH3:31])=[CH:26][CH:25]=2)=[CH:12]\[C:13]#[N:14])=[CH:18][CH:17]=1. The catalyst class is: 1. (2) Product: [I:15][C:16]1[CH:17]=[C:18]([CH:21]=[CH:22][CH:23]=1)[CH2:19][N:47]1[C:43](=[O:49])[CH:44]=[CH:45][C:46]1=[O:48]. Reactant: CC(OC(/N=N/C(OC(C)C)=O)=O)C.[I:15][C:16]1[CH:17]=[C:18]([CH:21]=[CH:22][CH:23]=1)[CH2:19]O.C1C=CC(P(C2C=CC=CC=2)C2C=CC=CC=2)=CC=1.[C:43]1(=[O:49])[NH:47][C:46](=[O:48])[CH:45]=[CH:44]1. The catalyst class is: 1. (3) Reactant: [CH3:1][Si:2]([CH3:48])([CH3:47])[CH2:3][CH2:4][O:5][CH2:6][N:7]([CH2:39][O:40][CH2:41][CH2:42][Si:43]([CH3:46])([CH3:45])[CH3:44])[C:8]1[N:13]2[N:14]=[CH:15][C:16]([C:17]3[CH:18]=[N:19][C:20]4[C:25]([CH:26]=3)=[CH:24][CH:23]=[CH:22][CH:21]=4)=[C:12]2[N:11]=[C:10]([CH2:27][C:28]2[CH:33]=[CH:32][C:31]([CH2:34][C:35]([O:37][CH3:38])=[O:36])=[CH:30][CH:29]=2)[CH:9]=1.C1C(=O)N([Br:56])C(=O)C1. Product: [CH3:46][Si:43]([CH3:45])([CH3:44])[CH2:42][CH2:41][O:40][CH2:39][N:7]([CH2:6][O:5][CH2:4][CH2:3][Si:2]([CH3:1])([CH3:47])[CH3:48])[C:8]1[N:13]2[N:14]=[CH:15][C:16]([C:17]3[CH:18]=[N:19][C:20]4[C:25]([CH:26]=3)=[CH:24][CH:23]=[CH:22][CH:21]=4)=[C:12]2[N:11]=[C:10]([CH2:27][C:28]2[CH:29]=[CH:30][C:31]([CH2:34][C:35]([O:37][CH3:38])=[O:36])=[CH:32][CH:33]=2)[C:9]=1[Br:56]. The catalyst class is: 10. (4) Reactant: C(OC([N:8]1[CH2:13][CH2:12][C:11]([C:26](=[O:28])[NH2:27])([NH:14][CH2:15][C:16]2[CH:21]=[CH:20][C:19]([CH3:22])=[C:18]([N+:23]([O-:25])=[O:24])[CH:17]=2)[CH2:10][CH2:9]1)=O)(C)(C)C.Cl. Product: [CH3:22][C:19]1[CH:20]=[CH:21][C:16]([CH2:15][NH:14][C:11]2([C:26]([NH2:27])=[O:28])[CH2:12][CH2:13][NH:8][CH2:9][CH2:10]2)=[CH:17][C:18]=1[N+:23]([O-:25])=[O:24]. The catalyst class is: 135. (5) Reactant: [F:1][C:2]1[CH:3]=[C:4]([CH:7]=[C:8]([F:12])[C:9]=1[S:10][CH3:11])[CH:5]=O.[NH2:13][OH:14].Cl.C([O-])([O-])=O.[K+].[K+]. Product: [F:1][C:2]1[CH:3]=[C:4]([CH:7]=[C:8]([F:12])[C:9]=1[S:10][CH3:11])[CH:5]=[N:13][OH:14]. The catalyst class is: 40.